This data is from Merck oncology drug combination screen with 23,052 pairs across 39 cell lines. The task is: Regression. Given two drug SMILES strings and cell line genomic features, predict the synergy score measuring deviation from expected non-interaction effect. (1) Drug 1: CN1C(=O)C=CC2(C)C3CCC4(C)C(NC(=O)OCC(F)(F)F)CCC4C3CCC12. Drug 2: O=c1[nH]cc(F)c(=O)[nH]1. Cell line: SW837. Synergy scores: synergy=-9.59. (2) Drug 1: Nc1ccn(C2OC(CO)C(O)C2(F)F)c(=O)n1. Drug 2: C=CCn1c(=O)c2cnc(Nc3ccc(N4CCN(C)CC4)cc3)nc2n1-c1cccc(C(C)(C)O)n1. Cell line: ZR751. Synergy scores: synergy=14.4. (3) Drug 1: CC1(c2nc3c(C(N)=O)cccc3[nH]2)CCCN1. Drug 2: CNC(=O)c1cc(Oc2ccc(NC(=O)Nc3ccc(Cl)c(C(F)(F)F)c3)cc2)ccn1. Cell line: HT29. Synergy scores: synergy=3.78. (4) Drug 1: O=C(CCCCCCC(=O)Nc1ccccc1)NO. Drug 2: NC(=O)c1cccc2cn(-c3ccc(C4CCCNC4)cc3)nc12. Cell line: MDAMB436. Synergy scores: synergy=10.7.